From a dataset of Full USPTO retrosynthesis dataset with 1.9M reactions from patents (1976-2016). Predict the reactants needed to synthesize the given product. (1) Given the product [Cl:1][C:2]1[CH:8]=[C:7]([F:9])[C:6]([F:10])=[CH:5][C:3]=1[NH:4][C:11](=[O:13])[CH3:12], predict the reactants needed to synthesize it. The reactants are: [Cl:1][C:2]1[CH:8]=[C:7]([F:9])[C:6]([F:10])=[CH:5][C:3]=1[NH2:4].[C:11](OC(=O)C)(=[O:13])[CH3:12]. (2) Given the product [Br:13][C:14]1[CH:15]=[CH:16][C:17]([OH:23])=[C:18]([CH:22]=1)[C:19]([NH:24][CH:25]1[CH2:33][C:32]2[C:27](=[CH:28][CH:29]=[C:30]([C:34]([N:36]3[CH2:37][CH2:38][O:39][CH2:40][CH2:41]3)=[O:35])[CH:31]=2)[CH2:26]1)=[O:21], predict the reactants needed to synthesize it. The reactants are: CCN=C=NCCCN(C)C.Cl.[Br:13][C:14]1[CH:22]=[C:18]([C:19]([OH:21])=O)[C:17]([OH:23])=[CH:16][CH:15]=1.[NH2:24][CH:25]1[CH2:33][C:32]2[C:27](=[CH:28][CH:29]=[C:30]([C:34]([N:36]3[CH2:41][CH2:40][O:39][CH2:38][CH2:37]3)=[O:35])[CH:31]=2)[CH2:26]1.C(N(CC)CC)C. (3) Given the product [F:27][C:23]1[CH:22]=[C:21]([CH:26]=[CH:25][CH:24]=1)[CH2:20][O:19][C:17]1[CH:16]=[CH:15][C:14]([S:28][C:29]2[CH:34]=[CH:33][C:32]([OH:35])=[CH:31][CH:30]=2)=[C:13]([NH:12][C:2]2[C:11]3[C:6](=[N:7][CH:8]=[CH:9][CH:10]=3)[N:5]=[CH:4][CH:3]=2)[CH:18]=1, predict the reactants needed to synthesize it. The reactants are: Cl[C:2]1[C:11]2[C:6](=[N:7][CH:8]=[CH:9][CH:10]=2)[N:5]=[CH:4][CH:3]=1.[NH2:12][C:13]1[CH:18]=[C:17]([O:19][CH2:20][C:21]2[CH:26]=[CH:25][CH:24]=[C:23]([F:27])[CH:22]=2)[CH:16]=[CH:15][C:14]=1[S:28][C:29]1[CH:34]=[CH:33][C:32]([OH:35])=[CH:31][CH:30]=1. (4) Given the product [CH3:2][C:3]([CH3:48])([CH2:46][CH3:47])[CH2:4][C:5]1[N:6]=[C:7]([CH2:29][CH:30]([C:33]2[CH:38]=[CH:37][C:36]([C:39]3[CH:44]=[CH:43][C:42]([F:45])=[CH:41][N:40]=3)=[CH:35][CH:34]=2)[O:31][CH3:32])[NH:8][CH:9]=1, predict the reactants needed to synthesize it. The reactants are: Cl.[CH3:2][C:3]([CH3:48])([CH2:46][CH3:47])[CH2:4][C:5]1[N:6]=[C:7]([CH2:29][CH:30]([C:33]2[CH:38]=[CH:37][C:36]([C:39]3[CH:44]=[CH:43][C:42]([F:45])=[CH:41][N:40]=3)=[CH:35][CH:34]=2)[O:31][CH3:32])[N:8](C(C2C=CC=CC=2)(C2C=CC=CC=2)C2C=CC=CC=2)[CH:9]=1. (5) Given the product [F:18][C:13]1[CH:12]=[C:11]([CH2:10][C@H:9]([NH:8][C:6](=[O:7])[O:5][C:1]([CH3:4])([CH3:3])[CH3:2])[C:19]2[C:24]([C:35]3[C:36]4[N:37]([C:41]([NH:44][CH2:45][C:46]([F:47])([F:48])[F:49])=[N:42][N:43]=4)[CH:38]=[CH:39][CH:40]=3)=[CH:23][CH:22]=[C:21]([C:28]#[C:29][C:30]([OH:33])([CH3:32])[CH3:31])[N:20]=2)[CH:16]=[C:15]([F:17])[CH:14]=1, predict the reactants needed to synthesize it. The reactants are: [C:1]([O:5][C:6]([NH:8][C@H:9]([C:19]1[C:24](B(O)O)=[CH:23][CH:22]=[C:21]([C:28]#[C:29][C:30]([OH:33])([CH3:32])[CH3:31])[N:20]=1)[CH2:10][C:11]1[CH:16]=[C:15]([F:17])[CH:14]=[C:13]([F:18])[CH:12]=1)=[O:7])([CH3:4])([CH3:3])[CH3:2].Br[C:35]1[C:36]2[N:37]([C:41]([NH:44][CH2:45][C:46]([F:49])([F:48])[F:47])=[N:42][N:43]=2)[CH:38]=[CH:39][CH:40]=1.C([O-])([O-])=O.[K+].[K+].[Li+].[Cl-].